This data is from Catalyst prediction with 721,799 reactions and 888 catalyst types from USPTO. The task is: Predict which catalyst facilitates the given reaction. Reactant: [NH2:1][C:2]1[N:7]=[CH:6][C:5]([C:8]2[CH:9]=[C:10]([NH2:19])[C:11]([NH:14][C:15]([CH3:18])([CH3:17])[CH3:16])=[CH:12][CH:13]=2)=[CH:4][N:3]=1.[CH3:20][O:21][C:22]1[CH:23]=[CH:24][C:25]([C:30]2[S:31][C:32]([CH3:35])=[CH:33][N:34]=2)=[C:26]([CH:29]=1)[CH:27]=O.OOS([O-])=O.[K+].S([O-])([O-])(=O)=S.[Na+].[Na+]. Product: [C:15]([N:14]1[C:11]2[CH:12]=[CH:13][C:8]([C:5]3[CH:4]=[N:3][C:2]([NH2:1])=[N:7][CH:6]=3)=[CH:9][C:10]=2[N:19]=[C:27]1[C:26]1[CH:29]=[C:22]([O:21][CH3:20])[CH:23]=[CH:24][C:25]=1[C:30]1[S:31][C:32]([CH3:35])=[CH:33][N:34]=1)([CH3:16])([CH3:18])[CH3:17]. The catalyst class is: 18.